Dataset: Catalyst prediction with 721,799 reactions and 888 catalyst types from USPTO. Task: Predict which catalyst facilitates the given reaction. Reactant: [NH:1](C(OCC1C2C(=CC=CC=2)C2C1=CC=CC=2)=O)[C@H:2]([C:7]([O:9][CH2:10][C:11]1[CH:16]=[CH:15][CH:14]=[CH:13][CH:12]=1)=[O:8])[CH2:3][CH:4]([CH3:6])[CH3:5].C(NCC)C.C(#N)C. Product: [NH2:1][C@H:2]([C:7]([O:9][CH2:10][C:11]1[CH:16]=[CH:15][CH:14]=[CH:13][CH:12]=1)=[O:8])[CH2:3][CH:4]([CH3:6])[CH3:5]. The catalyst class is: 22.